From a dataset of Reaction yield outcomes from USPTO patents with 853,638 reactions. Predict the reaction yield, written as a fraction of the theoretical maximum amount of product (1.0 means a 100% yield; for example, 0.34 means a 34% yield). (1) The reactants are Br[C:2]1[C:3]([NH2:19])=[N:4][C:5]([C:14]2[O:15][CH:16]=[CH:17][CH:18]=2)=[C:6]([C:8]2[CH:13]=[CH:12][N:11]=[CH:10][CH:9]=2)[N:7]=1.[CH3:20][O-:21].[Na+]. The catalyst is CO. The product is [O:15]1[CH:16]=[CH:17][CH:18]=[C:14]1[C:5]1[N:4]=[C:3]([NH2:19])[C:2]([O:21][CH3:20])=[N:7][C:6]=1[C:8]1[CH:13]=[CH:12][N:11]=[CH:10][CH:9]=1. The yield is 0.460. (2) No catalyst specified. The reactants are [F:1][C:2]1[CH:7]=[CH:6][C:5]([C:8]2[NH:9][CH:10]=[CH:11][C:12]=2[C:13]2[CH:18]=[CH:17][N:16]=[C:15](S(C)(=O)=O)[N:14]=2)=[CH:4][CH:3]=1.[CH3:23][NH2:24]. The yield is 1.00. The product is [F:1][C:2]1[CH:7]=[CH:6][C:5]([C:8]2[NH:9][CH:10]=[CH:11][C:12]=2[C:13]2[CH:18]=[CH:17][N:16]=[C:15]([NH:24][CH3:23])[N:14]=2)=[CH:4][CH:3]=1. (3) The reactants are [CH2:1]([C:6]1[CH:11]=[CH:10][C:9](B(O)O)=[CH:8][CH:7]=1)[CH2:2][CH2:3][CH2:4][CH3:5].[Br:15][C:16]1[CH:21]=[CH:20][C:19](I)=[C:18]([F:23])[CH:17]=1.C(=O)([O-])[O-].[K+].[K+].C1(C)C=CC=CC=1. The catalyst is [Br-].C([N+](CCCC)(CCCC)CCCC)CCC.O.C(O)C. The product is [Br:15][C:16]1[CH:21]=[CH:20][C:19]([C:9]2[CH:8]=[CH:7][C:6]([CH2:1][CH2:2][CH2:3][CH2:4][CH3:5])=[CH:11][CH:10]=2)=[C:18]([F:23])[CH:17]=1. The yield is 0.783. (4) The reactants are [C:1]([O:4][CH:5]1[C:9]2[N:10]=[CH:11][N:12]=[C:13](Cl)[C:8]=2[C@H:7]([CH3:15])[CH2:6]1)(=[O:3])[CH3:2].[CH3:16][C@@H:17]1[NH:22][CH2:21][CH2:20][N:19]([C:23]([O:25][C:26]([CH3:29])([CH3:28])[CH3:27])=[O:24])[CH2:18]1. The catalyst is CN1C(=O)CCC1.C(OCC)(=O)C. The product is [C:1]([O:4][CH:5]1[C:9]2[N:10]=[CH:11][N:12]=[C:13]([N:22]3[CH2:21][CH2:20][N:19]([C:23]([O:25][C:26]([CH3:29])([CH3:28])[CH3:27])=[O:24])[CH2:18][C@@H:17]3[CH3:16])[C:8]=2[C@H:7]([CH3:15])[CH2:6]1)(=[O:3])[CH3:2]. The yield is 0.600.